This data is from Forward reaction prediction with 1.9M reactions from USPTO patents (1976-2016). The task is: Predict the product of the given reaction. Given the reactants [NH2:1][C:2]1[CH:7]=[CH:6][C:5]([Cl:8])=[CH:4][N:3]=1.[F:9][C:10]1[CH:19]=[C:18]([F:20])[CH:17]=[CH:16][C:11]=1[C:12](=O)[CH2:13]Br.[OH-].[Na+], predict the reaction product. The product is: [Cl:8][C:5]1[CH:6]=[CH:7][C:2]2[N:3]([CH:13]=[C:12]([C:11]3[CH:16]=[CH:17][C:18]([F:20])=[CH:19][C:10]=3[F:9])[N:1]=2)[CH:4]=1.